From a dataset of Reaction yield outcomes from USPTO patents with 853,638 reactions. Predict the reaction yield, written as a fraction of the theoretical maximum amount of product (1.0 means a 100% yield; for example, 0.34 means a 34% yield). (1) The reactants are [CH3:1][N:2]1[CH:6]=[CH:5][N:4]=[CH:3]1.[Br:7][CH2:8][CH2:9][CH2:10][CH2:11][CH3:12]. The catalyst is CCOCC. The product is [Br-:7].[CH3:1][N+:2]1[CH:6]=[CH:5][N:4]([CH2:8][CH2:9][CH2:10][CH2:11][CH3:12])[CH:3]=1. The yield is 0.850. (2) The reactants are [H-].[Na+].[N:3]1[CH:8]=[CH:7][CH:6]=[CH:5][C:4]=1[CH2:9][OH:10].[Cl:11][C:12]1[N:13]=[N:14][C:15](Cl)=[CH:16][CH:17]=1. The catalyst is C1COCC1. The product is [Cl:11][C:12]1[N:13]=[N:14][C:15]([O:10][CH2:9][C:4]2[CH:5]=[CH:6][CH:7]=[CH:8][N:3]=2)=[CH:16][CH:17]=1. The yield is 0.620. (3) The reactants are [NH2:1][C:2]1[N:7]=[C:6]([C:8]2[CH:13]=[CH:12][CH:11]=[C:10]([F:14])[CH:9]=2)[C:5]([C:15]2[CH:20]=[CH:19][N:18]=[CH:17][CH:16]=2)=[CH:4][C:3]=1[NH:21][C:22]([CH:24]1[CH2:26][CH2:25]1)=O. The catalyst is C(O)(=O)C. The product is [CH:24]1([C:22]2[NH:1][C:2]3=[N:7][C:6]([C:8]4[CH:13]=[CH:12][CH:11]=[C:10]([F:14])[CH:9]=4)=[C:5]([C:15]4[CH:20]=[CH:19][N:18]=[CH:17][CH:16]=4)[CH:4]=[C:3]3[N:21]=2)[CH2:26][CH2:25]1. The yield is 0.480. (4) The reactants are [CH:1]1([C:4]2[NH:8][N:7]=[C:6]([NH:9][C:10]3[CH:15]=[C:14](F)[C:13]([F:17])=[CH:12][C:11]=3[N+:18]([O-:20])=[O:19])[CH:5]=2)[CH2:3][CH2:2]1.[F:21][C:22]1[CH:27]=[CH:26][C:25]([C@@H:28]([NH2:30])[CH3:29])=[CH:24][CH:23]=1.CCN(C(C)C)C(C)C. The catalyst is CCCCO. The product is [CH:1]1([C:4]2[NH:8][N:7]=[C:6]([NH:9][C:10]3[C:11]([N+:18]([O-:20])=[O:19])=[CH:12][C:13]([F:17])=[C:14]([NH:30][C@H:28]([C:25]4[CH:26]=[CH:27][C:22]([F:21])=[CH:23][CH:24]=4)[CH3:29])[CH:15]=3)[CH:5]=2)[CH2:3][CH2:2]1. The yield is 0.840. (5) The reactants are [CH3:1][N:2]1[C:8](=[O:9])[CH:7]([NH:10][C:11](=[O:17])[C@@H:12]([NH2:16])[CH:13]([CH3:15])[CH3:14])[C:6]2[CH:18]=[CH:19][CH:20]=[CH:21][C:5]=2[C:4](=[O:22])[N:3]1[CH:23]([CH3:25])[CH3:24].[F:26][C:27]1[CH:28]=[C:29]([CH2:34][C:35](O)=[O:36])[CH:30]=[C:31]([F:33])[CH:32]=1.CN(C)CCCN=C=NCC. The catalyst is ClCCl. The product is [F:26][C:27]1[CH:28]=[C:29]([CH2:34][C:35]([NH:16][C@@H:12]([CH:13]([CH3:15])[CH3:14])[C:11]([NH:10][CH:7]2[C:6]3[CH:18]=[CH:19][CH:20]=[CH:21][C:5]=3[C:4](=[O:22])[N:3]([CH:23]([CH3:25])[CH3:24])[N:2]([CH3:1])[C:8]2=[O:9])=[O:17])=[O:36])[CH:30]=[C:31]([F:33])[CH:32]=1. The yield is 0.700.